Predict the product of the given reaction. From a dataset of Forward reaction prediction with 1.9M reactions from USPTO patents (1976-2016). (1) The product is: [CH2:1]([O:8][C:9]1[CH:14]=[CH:13][C:12]([N:15]2[C:19]3=[N:20][CH:21]=[C:22]([C:57]#[N:58])[CH:23]=[C:18]3[N:17]([CH2:25][CH3:26])[C:16]2=[O:27])=[CH:11][CH:10]=1)[C:2]1[CH:7]=[CH:6][CH:5]=[CH:4][CH:3]=1. Given the reactants [CH2:1]([O:8][C:9]1[CH:14]=[CH:13][C:12]([N:15]2[C:19]3=[N:20][CH:21]=[C:22](Cl)[CH:23]=[C:18]3[N:17]([CH2:25][CH3:26])[C:16]2=[O:27])=[CH:11][CH:10]=1)[C:2]1[CH:7]=[CH:6][CH:5]=[CH:4][CH:3]=1.C1(P(C2CCCCC2)C2C=CC=CC=2C2C(OC)=CC=CC=2OC)CCCCC1.[CH3:57][N:58](C=O)C, predict the reaction product. (2) Given the reactants [NH2:1][C:2]1[C:7]([Cl:8])=[CH:6][C:5]([Cl:9])=[CH:4][N:3]=1.Br[CH2:11][C:12]([C:14]1[CH:19]=[CH:18][C:17]([Br:20])=[CH:16][CH:15]=1)=O, predict the reaction product. The product is: [Br:20][C:17]1[CH:18]=[CH:19][C:14]([C:12]2[N:1]=[C:2]3[C:7]([Cl:8])=[CH:6][C:5]([Cl:9])=[CH:4][N:3]3[CH:11]=2)=[CH:15][CH:16]=1. (3) Given the reactants [CH:1]1([N:4]2[C:12]3[C:7](=[CH:8][C:9]([N+:14]([O-])=O)=[CH:10][C:11]=3[F:13])[CH2:6][C:5]2=[O:17])[CH2:3][CH2:2]1.[Cl-].[NH4+], predict the reaction product. The product is: [NH2:14][C:9]1[CH:8]=[C:7]2[C:12](=[C:11]([F:13])[CH:10]=1)[N:4]([CH:1]1[CH2:2][CH2:3]1)[C:5](=[O:17])[CH2:6]2. (4) Given the reactants [Cl:1][C:2]1[CH:7]=[CH:6][C:5]([NH:8][C:9]2[N:14]=[CH:13][C:12]([C:15](OCC)=[O:16])=[CH:11][N:10]=2)=[CH:4][CH:3]=1.CC(C[AlH]CC(C)C)C, predict the reaction product. The product is: [Cl:1][C:2]1[CH:3]=[CH:4][C:5]([NH:8][C:9]2[N:10]=[CH:11][C:12]([CH2:15][OH:16])=[CH:13][N:14]=2)=[CH:6][CH:7]=1.